Dataset: Reaction yield outcomes from USPTO patents with 853,638 reactions. Task: Predict the reaction yield, written as a fraction of the theoretical maximum amount of product (1.0 means a 100% yield; for example, 0.34 means a 34% yield). The reactants are [CH3:1][N:2]1[C@@H:18]2[CH2:19][C:7]3[CH:8]=[CH:9][C:10]([O:22][CH3:23])=[C:11]4[O:12][C@H:13]5[C:14]([O:20]C)=[CH:15][CH:16]=[C:17]2[C@:5]5([C:6]=34)[CH2:4][CH2:3]1.[OH2:24].OO. The catalyst is C(O)=O. The product is [CH3:1][N:2]1[C@@H:18]2[CH2:19][C:7]3[CH:8]=[CH:9][C:10]([O:22][CH3:23])=[C:11]4[O:12][C@H:13]5[C:14]([CH2:15][CH2:16][C@:17]2([OH:24])[C@:5]5([C:6]=34)[CH2:4][CH2:3]1)=[O:20]. The yield is 0.877.